From a dataset of Full USPTO retrosynthesis dataset with 1.9M reactions from patents (1976-2016). Predict the reactants needed to synthesize the given product. (1) Given the product [Br:42][CH2:41][CH2:40][CH2:39][CH2:38][CH2:37][CH2:36][CH2:22][C:17]1[CH:18]=[C:19]([C:23]2[CH:28]=[CH:27][CH:26]=[CH:25][N:24]=2)[N:20]=[C:10]([C:3]2[CH:2]=[CH:7][CH:6]=[CH:5][N:4]=2)[CH:16]=1, predict the reactants needed to synthesize it. The reactants are: C[CH:2]1[CH2:7][CH2:6][CH2:5][N:4](C)[C:3]1([CH3:10])C.C([Li])CCC.[CH3:16][C:17]1[CH:22]=C[N:20]=[C:19]([C:23]2[CH:28]=[CH:27][CH:26]=[C:25](C3C=CC=CN=3)[N:24]=2)[CH:18]=1.Br[CH2:36][CH2:37][CH2:38][CH2:39][CH2:40][CH2:41][Br:42]. (2) Given the product [CH2:1]([N:8]1[CH2:13][CH2:12][N:11]([CH:14]=[O:15])[C@H:10]([CH2:16][O:17][CH3:21])[CH2:9]1)[C:2]1[CH:7]=[CH:6][CH:5]=[CH:4][CH:3]=1, predict the reactants needed to synthesize it. The reactants are: [CH2:1]([N:8]1[CH2:13][CH2:12][N:11]([CH:14]=[O:15])[C@H:10]([CH2:16][OH:17])[CH2:9]1)[C:2]1[CH:7]=[CH:6][CH:5]=[CH:4][CH:3]=1.[H-].[Na+].I[CH3:21].